This data is from Reaction yield outcomes from USPTO patents with 853,638 reactions. The task is: Predict the reaction yield, written as a fraction of the theoretical maximum amount of product (1.0 means a 100% yield; for example, 0.34 means a 34% yield). The reactants are [O:1]([C:8]1[CH:13]=[CH:12][C:11]([NH:14][C:15]2[N:20]=[CH:19][N:18]=[C:17]([NH:21][C:22]3[CH:23]=[C:24]([CH:29]=[CH:30][CH:31]=3)[C:25]([O:27]C)=[O:26])[CH:16]=2)=[CH:10][CH:9]=1)[C:2]1[CH:7]=[CH:6][CH:5]=[CH:4][CH:3]=1.[Li+].[OH-]. The catalyst is CO.C1COCC1.O. The product is [O:1]([C:8]1[CH:9]=[CH:10][C:11]([NH:14][C:15]2[N:20]=[CH:19][N:18]=[C:17]([NH:21][C:22]3[CH:23]=[C:24]([CH:29]=[CH:30][CH:31]=3)[C:25]([OH:27])=[O:26])[CH:16]=2)=[CH:12][CH:13]=1)[C:2]1[CH:3]=[CH:4][CH:5]=[CH:6][CH:7]=1. The yield is 0.690.